Dataset: Forward reaction prediction with 1.9M reactions from USPTO patents (1976-2016). Task: Predict the product of the given reaction. (1) Given the reactants [F:1][C:2]1[CH:17]=[CH:16][C:5]2[N:6]([C:11](=[O:15])[CH:12]=NO)[CH:7]([CH3:10])[CH2:8][O:9][C:4]=2[C:3]=1[F:18].[OH2:19], predict the reaction product. The product is: [F:18][C:3]1[C:2]([F:1])=[CH:17][C:16]2=[C:5]3[C:4]=1[O:9][CH2:8][CH:7]([CH3:10])[N:6]3[C:11](=[O:15])[C:12]2=[O:19]. (2) The product is: [CH3:1][O:2][C:3]1[CH:12]=[CH:11][CH:10]=[C:9]2[C:4]=1[C:5](=[O:6])[NH:15][C:14]([C:18]([O:17][CH3:16])=[O:19])=[CH:13]2. Given the reactants [CH3:1][O:2][C:3]1[CH:12]=[CH:11][CH:10]=[C:9](/[CH:13]=[C:14]2\[N:15]=[C:16](C3C=CC=CC=3)[O:17][C:18]\2=[O:19])[C:4]=1[C:5](OC)=[O:6].[OH-].[K+], predict the reaction product. (3) Given the reactants [CH3:1][C:2]1[N:3]([CH2:22][CH:23]2[CH2:28][CH2:27][N:26](C(OCC3C=CC=CC=3)=O)[CH2:25][CH2:24]2)[C:4]2[C:9]([CH:10]=1)=[CH:8][C:7]([C:11]1[CH:12]=[N:13][N:14]([CH:16]3[CH2:21][CH2:20][CH2:19][CH2:18][O:17]3)[CH:15]=1)=[CH:6][CH:5]=2.CO, predict the reaction product. The product is: [CH3:1][C:2]1[N:3]([CH2:22][CH:23]2[CH2:24][CH2:25][NH:26][CH2:27][CH2:28]2)[C:4]2[C:9]([CH:10]=1)=[CH:8][C:7]([C:11]1[CH:12]=[N:13][N:14]([CH:16]3[CH2:21][CH2:20][CH2:19][CH2:18][O:17]3)[CH:15]=1)=[CH:6][CH:5]=2. (4) Given the reactants [CH3:1][N:2]([CH3:20])[CH2:3][CH2:4][CH:5]([C:8]1[CH:13]=[CH:12][C:11]([C:14]2[CH:19]=[CH:18][N:17]=[CH:16][CH:15]=2)=[CH:10][CH:9]=1)C#N.[OH2:21].[OH-].[Na+], predict the reaction product. The product is: [CH3:1][N:2]([CH3:20])[CH2:3][CH2:4][CH:5]([C:8]1[CH:13]=[CH:12][C:11]([C:14]2[CH:19]=[CH:18][N:17]=[CH:16][CH:15]=2)=[CH:10][CH:9]=1)[OH:21]. (5) Given the reactants [NH:1]1[CH2:6][CH2:5][CH2:4][CH2:3][CH:2]1[CH2:7][CH2:8][O:9][C:10]1[CH:15]=[CH:14][C:13]([C:16]2[NH:20][C:19]3[CH:21]=[CH:22][C:23]([C:25]([NH2:27])=[O:26])=[CH:24][C:18]=3[N:17]=2)=[CH:12][CH:11]=1.[Cl:28][C:29]1C=CC(C=O)=[CH:31][CH:30]=1.[C:37]1(C)[CH:42]=CC(C=O)=C[CH:38]=1, predict the reaction product. The product is: [Cl:28][C:29]1[CH:30]=[CH:31][C:5]([CH2:6][N:1]2[CH2:42][CH2:37][CH2:38][CH:7]([CH2:8][O:9][C:10]3[CH:11]=[CH:12][C:13]([C:16]4[NH:20][C:19]5[CH:21]=[CH:22][C:23]([C:25]([NH2:27])=[O:26])=[CH:24][C:18]=5[N:17]=4)=[CH:14][CH:15]=3)[CH2:2]2)=[CH:4][CH:3]=1.